Dataset: Reaction yield outcomes from USPTO patents with 853,638 reactions. Task: Predict the reaction yield, written as a fraction of the theoretical maximum amount of product (1.0 means a 100% yield; for example, 0.34 means a 34% yield). The reactants are [Cl:1][C:2]1[CH:3]=[N:4][N:5]([CH:18]([CH3:20])[CH3:19])[C:6]=1[C:7]1[CH:12]=[C:11]([N+:13]([O-])=O)[CH:10]=[CH:9][C:8]=1[O:16][CH3:17].O.O.Cl[Sn]Cl. The catalyst is C(O)C. The product is [Cl:1][C:2]1[CH:3]=[N:4][N:5]([CH:18]([CH3:20])[CH3:19])[C:6]=1[C:7]1[CH:12]=[C:11]([NH2:13])[CH:10]=[CH:9][C:8]=1[O:16][CH3:17]. The yield is 0.750.